This data is from Full USPTO retrosynthesis dataset with 1.9M reactions from patents (1976-2016). The task is: Predict the reactants needed to synthesize the given product. (1) Given the product [CH2:1]([O:8][C:9]1[C:14]([CH:15]([CH:17]2[CH2:19][CH2:18]2)[CH3:16])=[CH:13][CH:12]=[CH:11][C:10]=1[C:20]([CH:22]1[CH2:24][CH2:23]1)([OH:21])[CH3:25])[C:2]1[CH:3]=[CH:4][CH:5]=[CH:6][CH:7]=1, predict the reactants needed to synthesize it. The reactants are: [CH2:1]([O:8][C:9]1[C:14]([CH:15]([CH:17]2[CH2:19][CH2:18]2)[CH3:16])=[CH:13][CH:12]=[CH:11][C:10]=1[C:20]([CH:22]1[CH2:24][CH2:23]1)=[O:21])[C:2]1[CH:7]=[CH:6][CH:5]=[CH:4][CH:3]=1.[CH3:25][Mg]Br. (2) Given the product [Cl:1][C:2]1[CH:7]=[C:6]([C:16]([CH3:21])([CH3:15])[CH2:17][C:18]([OH:20])=[O:19])[CH:5]=[CH:4][C:3]=1[O:8][CH3:9], predict the reactants needed to synthesize it. The reactants are: [Cl:1][C:2]1[CH:7]=[CH:6][CH:5]=[CH:4][C:3]=1[O:8][CH3:9].S(=O)(=O)(O)O.[CH3:15][C:16]([CH3:21])=[CH:17][C:18]([OH:20])=[O:19]. (3) Given the product [C@@H:1]12[CH2:7][C@@H:4]([CH2:5][CH2:6]1)[CH2:3][C@@H:2]2[NH:8][C:9]1[S:10][C:11]([CH2:15][CH2:16][OH:17])([CH2:24][C:25]([CH3:27])=[CH2:26])[C:12](=[O:14])[N:13]=1, predict the reactants needed to synthesize it. The reactants are: [C@@H:1]12[CH2:7][C@@H:4]([CH2:5][CH2:6]1)[CH2:3][C@@H:2]2[NH:8][C:9]1[S:10][C:11]([CH2:24][C:25]([CH3:27])=[CH2:26])([CH2:15][CH2:16][O:17]C2CCCCO2)[C:12](=[O:14])[N:13]=1.C1(C)C=CC(S(O)(=O)=O)=CC=1. (4) Given the product [Cl:1][C:2]1[N:3]([CH2:10][C:11]([CH3:24])([OH:25])[CH2:12][N:36]2[CH2:35][CH2:34][CH:33]([O:32][C:31]3[CH:30]=[CH:29][C:28]([C:27]([F:26])([F:41])[F:42])=[CH:40][CH:39]=3)[CH2:38][CH2:37]2)[CH:4]=[C:5]([N+:7]([O-:9])=[O:8])[N:6]=1, predict the reactants needed to synthesize it. The reactants are: [Cl:1][C:2]1[N:3]([CH2:10][C:11]([OH:25])([CH3:24])[CH2:12]OS(C2C=CC(C)=CC=2)(=O)=O)[CH:4]=[C:5]([N+:7]([O-:9])=[O:8])[N:6]=1.[F:26][C:27]([F:42])([F:41])[C:28]1[CH:40]=[CH:39][C:31]([O:32][CH:33]2[CH2:38][CH2:37][NH:36][CH2:35][CH2:34]2)=[CH:30][CH:29]=1.[I-].[Na+].C(N(CC)CC)C. (5) Given the product [Cl:20][C:21]1[CH:22]=[C:23]([NH:28][C:2]2[C:3]3[C:10](=[CH:11][C:12]4[NH:13][C:14]([CH3:18])=[CH:15][C:16]=4[CH3:17])[C:9](=[O:19])[NH:8][C:4]=3[N:5]=[CH:6][N:7]=2)[CH:24]=[CH:25][C:26]=1[F:27], predict the reactants needed to synthesize it. The reactants are: Cl[C:2]1[C:3]2[C:10](=[CH:11][C:12]3[NH:13][C:14]([CH3:18])=[CH:15][C:16]=3[CH3:17])[C:9](=[O:19])[NH:8][C:4]=2[N:5]=[CH:6][N:7]=1.[Cl:20][C:21]1[CH:22]=[C:23]([NH2:28])[CH:24]=[CH:25][C:26]=1[F:27]. (6) The reactants are: O=P12OP3(OP(OP(O3)(O1)=O)(=O)O2)=O.[Br:15][C:16]1[CH:30]=[CH:29][C:19]([C:20]([NH:22][CH2:23][CH:24]([O:27]C)OC)=O)=[CH:18][CH:17]=1. Given the product [Br:15][C:16]1[CH:17]=[CH:18][C:19]([C:20]2[O:27][CH:24]=[CH:23][N:22]=2)=[CH:29][CH:30]=1, predict the reactants needed to synthesize it. (7) Given the product [F:1][C:2]1[CH:11]=[CH:10][C:9]([F:12])=[C:8]2[C:3]=1[C:4]([NH:13][CH2:14][CH2:15][C:16]1[CH:21]=[CH:20][C:19]([O:22][C:28]3[CH:33]=[CH:32][C:31]([C:34]([F:37])([F:36])[F:35])=[CH:30][N:29]=3)=[C:18]([O:23][CH3:24])[CH:17]=1)=[N:5][CH:6]=[N:7]2, predict the reactants needed to synthesize it. The reactants are: [F:1][C:2]1[CH:11]=[CH:10][C:9]([F:12])=[C:8]2[C:3]=1[C:4]([NH:13][CH2:14][CH2:15][C:16]1[CH:21]=[CH:20][C:19]([OH:22])=[C:18]([O:23][CH3:24])[CH:17]=1)=[N:5][CH:6]=[N:7]2.[H-].[Na+].F[C:28]1[CH:33]=[CH:32][C:31]([C:34]([F:37])([F:36])[F:35])=[CH:30][N:29]=1. (8) Given the product [C:43]([C:39]1[CH:38]=[C:37]([O:36][C:35]2[CH:46]=[CH:47][C:32]([NH:31][C:20](=[O:21])[N:11]([C:9](=[O:10])[CH2:8][C:5]3[CH:4]=[CH:3][C:2]([F:1])=[CH:7][CH:6]=3)[CH3:12])=[CH:33][C:34]=2[F:48])[CH:42]=[CH:41][N:40]=1)(=[O:44])[NH2:45], predict the reactants needed to synthesize it. The reactants are: [F:1][C:2]1[CH:7]=[CH:6][C:5]([CH2:8][C:9]([NH:11][CH3:12])=[O:10])=[CH:4][CH:3]=1.[Li]C.CCOCC.[C:20](Cl)(Cl)=[O:21].C1(C)C=CC=CC=1.[NH2:31][C:32]1[CH:47]=[CH:46][C:35]([O:36][C:37]2[CH:42]=[CH:41][N:40]=[C:39]([C:43]([NH2:45])=[O:44])[CH:38]=2)=[C:34]([F:48])[CH:33]=1.C(OC1C=CC(NC2N=CN=C(OC3C=CC(NC(=O)CC(NC4C=CC(F)=CC=4)=O)=CC=3F)C=2)=CC=1)C1C=CC=CC=1.CCN(C(C)C)C(C)C. (9) Given the product [CH:1]1([C:4]2[CH:9]=[CH:8][N:7]=[C:6]([NH:10][C:11]3[CH:16]=[C:15]([C:28]4[S:32][CH:31]=[N:30][CH:29]=4)[CH:14]=[C:13]([CH3:26])[CH:12]=3)[N:5]=2)[CH2:3][CH2:2]1, predict the reactants needed to synthesize it. The reactants are: [CH:1]1([C:4]2[CH:9]=[CH:8][N:7]=[C:6]([NH:10][C:11]3[CH:16]=[C:15](B4OC(C)(C)C(C)(C)O4)[CH:14]=[C:13]([CH3:26])[CH:12]=3)[N:5]=2)[CH2:3][CH2:2]1.Br[C:28]1[S:32][CH:31]=[N:30][CH:29]=1.C(=O)([O-])[O-].[Na+].[Na+]. (10) Given the product [Si:35]([O:25][CH2:24][C:9]1([C:4]2[CH:5]=[CH:6][C:7]([Cl:8])=[C:2]([Cl:1])[CH:3]=2)[O:15][CH2:14][CH2:13][N:12]([C:16]([O:18][C:19]([CH3:20])([CH3:21])[CH3:22])=[O:17])[CH2:11][C:10]1=[O:23])([C:31]([CH3:34])([CH3:33])[CH3:32])([CH3:38])[CH3:37], predict the reactants needed to synthesize it. The reactants are: [Cl:1][C:2]1[CH:3]=[C:4]([C:9]2([CH2:24][OH:25])[O:15][CH2:14][CH2:13][N:12]([C:16]([O:18][C:19]([CH3:22])([CH3:21])[CH3:20])=[O:17])[CH2:11][C:10]2=[O:23])[CH:5]=[CH:6][C:7]=1[Cl:8].N1C=CN=C1.[C:31]([Si:35]([CH3:38])([CH3:37])Cl)([CH3:34])([CH3:33])[CH3:32].